From a dataset of Catalyst prediction with 721,799 reactions and 888 catalyst types from USPTO. Predict which catalyst facilitates the given reaction. (1) Reactant: [ClH:1].[NH2:2][CH2:3][C:4]([N:6]1[CH2:10][C@H:9]([NH:11][C:12](=[O:19])[C:13]2[CH:18]=[CH:17][CH:16]=[CH:15][CH:14]=2)[CH2:8][C@H:7]1[C:20]([OH:22])=[O:21])=[O:5]. Product: [OH2:5].[ClH:1].[NH2:2][CH2:3][C:4]([N:6]1[CH2:10][C@H:9]([NH:11][C:12](=[O:19])[C:13]2[CH:14]=[CH:15][CH:16]=[CH:17][CH:18]=2)[CH2:8][C@H:7]1[C:20]([OH:22])=[O:21])=[O:5]. The catalyst class is: 252. (2) Reactant: [OH:1][C:2]1[C:9]([N+:10]([O-:12])=[O:11])=[CH:8][CH:7]=[CH:6][C:3]=1[CH:4]=[O:5].[C:13](=O)([O-])[O-].[K+].[K+].IC. Product: [CH3:13][O:1][C:2]1[C:9]([N+:10]([O-:12])=[O:11])=[CH:8][CH:7]=[CH:6][C:3]=1[CH:4]=[O:5]. The catalyst class is: 483. (3) Reactant: [Cl:1][C:2]1[N:7]=[CH:6][C:5]([CH:8]=O)=[C:4]([NH:10][CH3:11])[CH:3]=1.C[O:13][C:14](=O)[CH2:15][C:16]1[CH:21]=[C:20]([NH2:22])[CH:19]=[CH:18][C:17]=1[CH3:23].C(=O)([O-])[O-].[K+].[K+]. Product: [NH2:22][C:20]1[CH:19]=[CH:18][C:17]([CH3:23])=[C:16]([C:15]2[C:14](=[O:13])[N:10]([CH3:11])[C:4]3[C:5]([CH:8]=2)=[CH:6][N:7]=[C:2]([Cl:1])[CH:3]=3)[CH:21]=1. The catalyst class is: 3. (4) Reactant: [Cl:1][C:2]1[CH:7]=[CH:6][C:5]([CH2:8][C:9]2[C:18]3[C:13](=[CH:14][CH:15]=[CH:16][CH:17]=3)[C:12](=[O:19])[N:11]([CH2:20][C@H:21]3[CH2:25][CH2:24][CH2:23][N:22]3[CH2:26][CH2:27][CH2:28][CH2:29][C:30]3[CH:35]=[CH:34][C:33]([OH:36])=[CH:32][CH:31]=3)[N:10]=2)=[CH:4][CH:3]=1.Br[CH2:38][CH2:39][CH2:40][Cl:41].C(=O)([O-])[O-].[K+].[K+]. Product: [Cl:1][C:2]1[CH:7]=[CH:6][C:5]([CH2:8][C:9]2[C:18]3[C:13](=[CH:14][CH:15]=[CH:16][CH:17]=3)[C:12](=[O:19])[N:11]([CH2:20][C@H:21]3[CH2:25][CH2:24][CH2:23][N:22]3[CH2:26][CH2:27][CH2:28][CH2:29][C:30]3[CH:31]=[CH:32][C:33]([O:36][CH2:38][CH2:39][CH2:40][Cl:41])=[CH:34][CH:35]=3)[N:10]=2)=[CH:4][CH:3]=1. The catalyst class is: 131. (5) Reactant: [N:1]([C@@H:4]1[C@@H:94]([CH3:95])[O:93][C@H:7]([O:8][C@H:9]2[O:88][C@H:87]([CH3:89])[C@@H:86]([N:90]=[N+:91]=[N-:92])[C@H:77]([O:78][CH2:79][C:80]3[CH:85]=[CH:84][CH:83]=[CH:82][CH:81]=3)[C@@H:10]2[O:11][C@H:12]2[O:72][C@H:71]([CH3:73])[C@@H:70]([N:74]=[N+:75]=[N-:76])[C@H:18]([O:19][C@H:20]3[O:65][C@H:64]([CH3:66])[C@@H:63]([N:67]=[N+:68]=[N-:69])[C@H:54]([O:55][CH2:56][C:57]4[CH:62]=[CH:61][CH:60]=[CH:59][CH:58]=4)[C@@H:21]3[O:22][C@@:23]3([CH2:45][CH2:46][CH2:47][CH2:48][CH2:49][C:50]([O:52][CH3:53])=[O:51])[O:40][C@H:39]([CH3:41])[C@@H:38]([N:42]=[N+:43]=[N-:44])[C@H:29]([O:30][CH2:31][C:32]4[CH:37]=[CH:36][CH:35]=[CH:34][CH:33]=4)[C@@H:24]3[O:25]C(=O)C)[C@@H:13]2[O:14]C(=O)C)[C@@H:6]([OH:96])[C@H:5]1[O:97][CH2:98][C:99]1[CH:104]=[CH:103][CH:102]=[CH:101][CH:100]=1)=[N+:2]=[N-:3].C[O-].[Na+]. Product: [N:1]([C@@H:4]1[C@@H:94]([CH3:95])[O:93][C@H:7]([O:8][C@H:9]2[O:88][C@H:87]([CH3:89])[C@@H:86]([N:90]=[N+:91]=[N-:92])[C@H:77]([O:78][CH2:79][C:80]3[CH:81]=[CH:82][CH:83]=[CH:84][CH:85]=3)[C@@H:10]2[O:11][C@H:12]2[O:72][C@H:71]([CH3:73])[C@@H:70]([N:74]=[N+:75]=[N-:76])[C@H:18]([O:19][C@H:20]3[O:65][C@H:64]([CH3:66])[C@@H:63]([N:67]=[N+:68]=[N-:69])[C@H:54]([O:55][CH2:56][C:57]4[CH:58]=[CH:59][CH:60]=[CH:61][CH:62]=4)[C@@H:21]3[O:22][C@@:23]3([CH2:45][CH2:46][CH2:47][CH2:48][CH2:49][C:50]([O:52][CH3:53])=[O:51])[O:40][C@H:39]([CH3:41])[C@@H:38]([N:42]=[N+:43]=[N-:44])[C@H:29]([O:30][CH2:31][C:32]4[CH:37]=[CH:36][CH:35]=[CH:34][CH:33]=4)[C@@H:24]3[OH:25])[C@@H:13]2[OH:14])[C@@H:6]([OH:96])[C@H:5]1[O:97][CH2:98][C:99]1[CH:100]=[CH:101][CH:102]=[CH:103][CH:104]=1)=[N+:2]=[N-:3]. The catalyst class is: 5.